This data is from Catalyst prediction with 721,799 reactions and 888 catalyst types from USPTO. The task is: Predict which catalyst facilitates the given reaction. (1) Reactant: [NH2:1][C:2]1[N:3]([C:16]2[CH:17]=[C:18]([CH:23]=[CH:24][CH:25]=2)[C:19]([O:21]C)=[O:20])[N:4]=[C:5]2[C:14]3[CH:13]=[CH:12][CH:11]=[CH:10][C:9]=3[NH:8][C:7](=[O:15])[C:6]=12.[OH-].[Na+].CO.Cl. Product: [NH2:1][C:2]1[N:3]([C:16]2[CH:17]=[C:18]([CH:23]=[CH:24][CH:25]=2)[C:19]([OH:21])=[O:20])[N:4]=[C:5]2[C:14]3[CH:13]=[CH:12][CH:11]=[CH:10][C:9]=3[NH:8][C:7](=[O:15])[C:6]=12. The catalyst class is: 132. (2) Reactant: [NH:1]([C:3]([O:5][CH3:6])=[O:4])[NH2:2].[CH:7](OCC)(OCC)[O:8][CH2:9][CH3:10]. Product: [CH2:9]([O:8]/[CH:7]=[N:2]/[NH:1][C:3]([O:5][CH3:6])=[O:4])[CH3:10]. The catalyst class is: 13. (3) Reactant: [Br:1][C:2]1[CH:7]=[C:6]([N+]([O-])=O)[CH:5]=[C:4]([Br:11])[N:3]=1.[CH3:12][S-:13].[Na+]. Product: [Br:1][C:2]1[CH:7]=[C:6]([S:13][CH3:12])[CH:5]=[C:4]([Br:11])[N:3]=1. The catalyst class is: 3. (4) Reactant: [Cl:1][C:2]1[CH:3]=[C:4]([CH:8]=[CH:9][C:10]=1[F:11])[C:5](O)=[O:6].Cl.[CH3:13][O:14][NH:15][CH3:16].CCN(CC)CC.C(P1(=O)OP(=O)(CCC)OP(=O)(CCC)O1)CC. Product: [Cl:1][C:2]1[CH:3]=[C:4]([CH:8]=[CH:9][C:10]=1[F:11])[C:5]([N:15]([O:14][CH3:13])[CH3:16])=[O:6]. The catalyst class is: 303. (5) Reactant: [Cl:1][C:2]1[CH:3]=[C:4](/[C:12](=[N:16]\[O:17][CH2:18][CH:19]([CH3:21])[CH3:20])/[C:13]([OH:15])=O)[CH:5]=[CH:6][C:7]=1[S:8]([CH3:11])(=[O:10])=[O:9].[CH3:22][N:23]1[CH:27]=[CH:26][C:25]([NH2:28])=[N:24]1.C(N(CC)C(C)C)(C)C. Product: [Cl:1][C:2]1[CH:3]=[C:4](/[C:12](=[N:16]\[O:17][CH2:18][CH:19]([CH3:21])[CH3:20])/[C:13]([NH:28][C:25]2[CH:26]=[CH:27][N:23]([CH3:22])[N:24]=2)=[O:15])[CH:5]=[CH:6][C:7]=1[S:8]([CH3:11])(=[O:9])=[O:10]. The catalyst class is: 2. (6) Reactant: [CH3:1][C:2]1[C:8]([C:9]([F:12])([F:11])[F:10])=[CH:7][CH:6]=[CH:5][C:3]=1[NH2:4].[N+:13]([O-])([OH:15])=[O:14]. Product: [CH3:1][C:2]1[C:8]([C:9]([F:10])([F:11])[F:12])=[CH:7][C:6]([N+:13]([O-:15])=[O:14])=[CH:5][C:3]=1[NH2:4]. The catalyst class is: 65.